Task: Regression. Given a peptide amino acid sequence and an MHC pseudo amino acid sequence, predict their binding affinity value. This is MHC class I binding data.. Dataset: Peptide-MHC class I binding affinity with 185,985 pairs from IEDB/IMGT (1) The peptide sequence is MVFQNYALY. The MHC is HLA-A30:01 with pseudo-sequence HLA-A30:01. The binding affinity (normalized) is 0.487. (2) The peptide sequence is AFKVPGVKTV. The MHC is HLA-A30:02 with pseudo-sequence HLA-A30:02. The binding affinity (normalized) is 0.187.